Task: Predict the reaction yield, written as a fraction of the theoretical maximum amount of product (1.0 means a 100% yield; for example, 0.34 means a 34% yield).. Dataset: Reaction yield outcomes from USPTO patents with 853,638 reactions (1) The reactants are [F:1][C:2]1[CH:32]=[C:31]([N+:33]([O-:35])=[O:34])[CH:30]=[CH:29][C:3]=1[O:4][C:5]1[CH:10]=[CH:9][N:8]=[C:7]2[CH:11]=[C:12]([C:14]3[N:19]=[CH:18][C:17]([CH2:20][NH:21][CH2:22][CH2:23][O:24][CH2:25][CH2:26][O:27][CH3:28])=[CH:16][CH:15]=3)[S:13][C:6]=12.C(N(CC)CC)C.[CH3:43][C:44]([O:47][C:48](O[C:48]([O:47][C:44]([CH3:46])([CH3:45])[CH3:43])=[O:49])=[O:49])([CH3:46])[CH3:45]. The catalyst is ClCCl.CN(C1C=CN=CC=1)C. The product is [F:1][C:2]1[CH:32]=[C:31]([N+:33]([O-:35])=[O:34])[CH:30]=[CH:29][C:3]=1[O:4][C:5]1[CH:10]=[CH:9][N:8]=[C:7]2[CH:11]=[C:12]([C:14]3[N:19]=[CH:18][C:17]([CH2:20][N:21]([CH2:22][CH2:23][O:24][CH2:25][CH2:26][O:27][CH3:28])[C:48](=[O:49])[O:47][C:44]([CH3:46])([CH3:45])[CH3:43])=[CH:16][CH:15]=3)[S:13][C:6]=12. The yield is 0.600. (2) The reactants are [Cl:1][C:2]1[C:7]([CH:8]=[O:9])=[C:6](Cl)[N:5]=[CH:4][N:3]=1.[NH3:11].CO. The catalyst is C1(C)C=CC=CC=1. The product is [NH2:11][C:6]1[C:7]([CH:8]=[O:9])=[C:2]([Cl:1])[N:3]=[CH:4][N:5]=1. The yield is 1.00. (3) The reactants are [NH2:1][CH2:2][CH2:3][CH2:4][C:5]1[N:9]([C:10]2[CH:15]=[CH:14][C:13]([C:16]([NH:18][CH2:19][CH3:20])=[O:17])=[CH:12][CH:11]=2)[N:8]=[N:7][C:6]=1[C:21]([NH:23][CH:24]1[CH2:26][CH2:25]1)=[O:22].[Cl:27][CH2:28][CH2:29][N:30]=[C:31]=[O:32]. The catalyst is C1COCC1. The product is [Cl:27][CH2:28][CH2:29][NH:30][C:31]([NH:1][CH2:2][CH2:3][CH2:4][C:5]1[N:9]([C:10]2[CH:11]=[CH:12][C:13]([C:16]([NH:18][CH2:19][CH3:20])=[O:17])=[CH:14][CH:15]=2)[N:8]=[N:7][C:6]=1[C:21]([NH:23][CH:24]1[CH2:26][CH2:25]1)=[O:22])=[O:32]. The yield is 0.974. (4) The reactants are C([NH:5][C:6]1[N:10]2[CH:11]=[C:12]([C:15]3[CH:38]=[C:37]([Cl:39])[CH:36]=[CH:35][C:16]=3[O:17][C:18]3[C:23]([F:24])=[CH:22][C:21]([S:25]([NH:28][C:29]4[S:33][N:32]=[CH:31][N:30]=4)(=[O:27])=[O:26])=[C:20]([F:34])[CH:19]=3)[CH:13]=[CH:14][C:9]2=[N:8][CH:7]=1)(C)(C)C.[OH-].[K+]. The catalyst is ClCCl.FC(F)(F)C(O)=O.CO.O. The product is [NH2:5][C:6]1[N:10]2[CH:11]=[C:12]([C:15]3[CH:38]=[C:37]([Cl:39])[CH:36]=[CH:35][C:16]=3[O:17][C:18]3[C:23]([F:24])=[CH:22][C:21]([S:25]([NH:28][C:29]4[S:33][N:32]=[CH:31][N:30]=4)(=[O:26])=[O:27])=[C:20]([F:34])[CH:19]=3)[CH:13]=[CH:14][C:9]2=[N:8][CH:7]=1. The yield is 0.150. (5) The reactants are [CH3:1][O:2][C:3]1[CH:4]=[C:5]2[C:10](=[CH:11][C:12]=1[O:13][CH3:14])[N:9]=[CH:8][CH:7]=[C:6]2[O:15][C:16]1[CH:23]=[CH:22][C:21]([CH3:24])=[CH:20][C:17]=1[CH:18]=[O:19].[CH:25]([Mg]Br)([CH3:27])[CH3:26].[Cl-].[NH4+]. The catalyst is O1CCCC1. The product is [CH3:1][O:2][C:3]1[CH:4]=[C:5]2[C:10](=[CH:11][C:12]=1[O:13][CH3:14])[N:9]=[CH:8][CH:7]=[C:6]2[O:15][C:16]1[CH:23]=[CH:22][C:21]([CH3:24])=[CH:20][C:17]=1[CH:18]([OH:19])[CH:25]([CH3:27])[CH3:26]. The yield is 0.100. (6) The reactants are [CH3:1][S:2]([NH:5][C@H:6]([CH2:10][C:11]1[CH:16]=[CH:15][CH:14]=[CH:13][CH:12]=1)[C:7]([OH:9])=O)(=[O:4])=[O:3].Cl.[CH2:18]([O:25][C:26](=[O:32])[C@@H:27]1[CH2:31][CH2:30][CH2:29][NH:28]1)[C:19]1[CH:24]=[CH:23][CH:22]=[CH:21][CH:20]=1. No catalyst specified. The product is [CH2:18]([O:25][C:26]([C@@H:27]1[CH2:31][CH2:30][CH2:29][N:28]1[C:7](=[O:9])[C@H:6]([NH:5][S:2]([CH3:1])(=[O:3])=[O:4])[CH2:10][C:11]1[CH:16]=[CH:15][CH:14]=[CH:13][CH:12]=1)=[O:32])[C:19]1[CH:20]=[CH:21][CH:22]=[CH:23][CH:24]=1. The yield is 0.750. (7) The yield is 0.520. The catalyst is CCOCC. The product is [CH3:7][Si:6]([CH3:9])([CH3:8])[C:5]#[C:4][C:1]1([CH3:11])[CH2:3][CH2:2]1. The reactants are [CH:1]1([C:4]#[C:5][Si:6]([CH3:9])([CH3:8])[CH3:7])[CH2:3][CH2:2]1.[Li][CH2:11]CCC.S(OC)(OC)(=O)=O.